From a dataset of Full USPTO retrosynthesis dataset with 1.9M reactions from patents (1976-2016). Predict the reactants needed to synthesize the given product. (1) Given the product [CH:1]([O:4][C:5]1[CH:13]=[C:12]([CH:8]=[CH:7][C:6]=1[CH3:14])[C:19]([OH:21])=[O:20])([CH3:2])[CH3:3], predict the reactants needed to synthesize it. The reactants are: [CH:1]([O:4][C:5]1[CH:13]=[CH:12][C:8](C(O)=O)=[CH:7][C:6]=1[CH3:14])([CH3:3])[CH3:2].OC1C=C(C=CC=1C)[C:19]([OH:21])=[O:20]. (2) Given the product [Cl:1][C:2]1[N:7]=[CH:6][C:5]([CH2:8][N:9]([CH:22]([OH:24])[CH3:23])[CH2:10][C:11]2[CH:20]=[CH:21][C:14]([Cl:13])=[CH:15][CH:16]=2)=[CH:4][CH:3]=1, predict the reactants needed to synthesize it. The reactants are: [Cl:1][C:2]1[N:7]=[CH:6][C:5]([CH2:8][NH:9][CH2:10][CH2:11]O)=[CH:4][CH:3]=1.[Cl:13][C:14]1[CH:21]=[CH:20]C(C=O)=[CH:16][CH:15]=1.[C:22](O[BH-](OC(=O)C)OC(=O)C)(=[O:24])[CH3:23].[Na+].S([O-])([O-])(=O)=O.[Mg+2].